The task is: Predict the reaction yield, written as a fraction of the theoretical maximum amount of product (1.0 means a 100% yield; for example, 0.34 means a 34% yield).. This data is from Reaction yield outcomes from USPTO patents with 853,638 reactions. The reactants are [F:1][C:2]1[CH:7]=[CH:6][C:5]([CH2:8][C:9](=O)[CH2:10][NH:11][C:12]([C:14]2[N:15]=[C:16]3[C:32]([Br:33])=[CH:31][C:30]([N:34]4[CH2:39][CH2:38][O:37][CH2:36][CH2:35]4)=[CH:29][N:17]3[C:18](=[O:28])[C:19]=2[O:20][CH2:21][C:22]2[CH:27]=[CH:26][CH:25]=[CH:24][CH:23]=2)=[O:13])=[CH:4][CH:3]=1.C(Cl)(Cl)(Cl)Cl.C(N(CC)CC)C.C1(P(C2C=CC=CC=2)C2C=CC=CC=2)C=CC=CC=1. The catalyst is C(#N)C. The product is [CH2:21]([O:20][C:19]1[C:18](=[O:28])[N:17]2[CH:29]=[C:30]([N:34]3[CH2:35][CH2:36][O:37][CH2:38][CH2:39]3)[CH:31]=[C:32]([Br:33])[C:16]2=[N:15][C:14]=1[C:12]1[O:13][C:9]([CH2:8][C:5]2[CH:4]=[CH:3][C:2]([F:1])=[CH:7][CH:6]=2)=[CH:10][N:11]=1)[C:22]1[CH:23]=[CH:24][CH:25]=[CH:26][CH:27]=1. The yield is 0.200.